This data is from Reaction yield outcomes from USPTO patents with 853,638 reactions. The task is: Predict the reaction yield, written as a fraction of the theoretical maximum amount of product (1.0 means a 100% yield; for example, 0.34 means a 34% yield). The reactants are [CH3:1][O:2][C@@H:3]([C@@H:12]([N:17]([CH3:25])[C:18](=[O:24])[C@H:19]([CH:21]([CH3:23])[CH3:22])[NH2:20])[C@@H:13]([CH3:16])[CH2:14][CH3:15])[CH2:4][C:5]([O:7][C:8]([CH3:11])([CH3:10])[CH3:9])=[O:6].[CH:26]1[C:38]2[CH:37]([CH2:39][O:40][C:41]([N:43]([CH3:50])[C:44]([CH3:49])([C:46](O)=[O:47])[CH3:45])=[O:42])[C:36]3[C:31](=[CH:32][CH:33]=[CH:34][CH:35]=3)[C:30]=2[CH:29]=[CH:28][CH:27]=1.CN(C(ON1N=NC2C=CC=NC1=2)=[N+](C)C)C.F[P-](F)(F)(F)(F)F.CCN(C(C)C)C(C)C. The catalyst is C(OCC)(=O)C.ClCCl. The product is [CH:35]1[C:36]2[CH:37]([CH2:39][O:40][C:41]([N:43]([CH3:50])[C:44]([CH3:45])([C:46]([NH:20][C@H:19]([C:18]([N:17]([C@@H:12]([C@@H:13]([CH3:16])[CH2:14][CH3:15])[C@H:3]([O:2][CH3:1])[CH2:4][C:5]([O:7][C:8]([CH3:11])([CH3:9])[CH3:10])=[O:6])[CH3:25])=[O:24])[CH:21]([CH3:23])[CH3:22])=[O:47])[CH3:49])=[O:42])[C:38]3[C:30](=[CH:29][CH:28]=[CH:27][CH:26]=3)[C:31]=2[CH:32]=[CH:33][CH:34]=1. The yield is 0.780.